Dataset: Catalyst prediction with 721,799 reactions and 888 catalyst types from USPTO. Task: Predict which catalyst facilitates the given reaction. (1) Reactant: [N+:1]([C:4]1[CH:5]=[C:6](O)[CH:7]=[CH:8][CH:9]=1)([O-:3])=[O:2].[Na+].[I-]. Product: [N+:1]([C:4]1[CH:5]=[CH:6][CH:7]=[CH:8][CH:9]=1)([O-:3])=[O:2]. The catalyst class is: 3. (2) Reactant: [N@:1]1([C:8]([O:10][CH2:11][C:12]2[CH:17]=[CH:16][CH:15]=[CH:14][CH:13]=2)=[O:9])[CH2:3][CH:2]1[C:4]([O:6][CH3:7])=[O:5].B(F)(F)F.[CH3:22][CH2:23][O:24]CC.C(O)C. Product: [CH2:11]([O:10][C:8]([NH:1][C@H:2]([C:4]([O:6][CH3:7])=[O:5])[CH2:3][O:24][CH2:23][CH3:22])=[O:9])[C:12]1[CH:13]=[CH:14][CH:15]=[CH:16][CH:17]=1. The catalyst class is: 4. (3) The catalyst class is: 5. Reactant: [N:1]([CH2:4][C@H:5]([CH:29]1[CH2:31][CH2:30]1)[C@H:6]([C@H:15]1[CH2:19][O:18]C(C)(C)[N:16]1[C:22]([O:24][C:25]([CH3:28])([CH3:27])[CH3:26])=[O:23])[O:7][Si:8]([C:11]([CH3:14])([CH3:13])[CH3:12])([CH3:10])[CH3:9])=[N+:2]=[N-:3].C(O)(C(F)(F)F)=O.CCN(C(C)C)C(C)C.C(OC(OC(C)(C)C)=O)(OC(C)(C)C)=O. Product: [N:1]([CH2:4][C@H:5]([CH:29]1[CH2:30][CH2:31]1)[C@@H:6]([OH:7])[C@H:15]([NH:16][C:22](=[O:23])[O:24][C:25]([CH3:28])([CH3:27])[CH3:26])[CH2:19][OH:18])=[N+:2]=[N-:3].[N:1]([CH2:4][C@H:5]([CH:29]1[CH2:30][CH2:31]1)[C@@H:6]([O:7][Si:8]([C:11]([CH3:14])([CH3:13])[CH3:12])([CH3:10])[CH3:9])[C@H:15]([NH:16][C:22](=[O:23])[O:24][C:25]([CH3:28])([CH3:26])[CH3:27])[CH2:19][OH:18])=[N+:2]=[N-:3].